This data is from Reaction yield outcomes from USPTO patents with 853,638 reactions. The task is: Predict the reaction yield, written as a fraction of the theoretical maximum amount of product (1.0 means a 100% yield; for example, 0.34 means a 34% yield). (1) The reactants are [CH3:1][O:2][C:3](=[O:12])[CH:4]([C:6]1[CH:11]=[CH:10][CH:9]=[CH:8][CH:7]=1)Br.CCN(CC)CC.[C:20]([N:27]1[CH2:32][CH2:31][NH:30][CH2:29][CH2:28]1)([O:22][C:23]([CH3:26])([CH3:25])[CH3:24])=[O:21]. The catalyst is O1CCCC1. The product is [C:23]([O:22][C:20]([N:27]1[CH2:32][CH2:31][N:30]([CH:4]([C:3]([O:2][CH3:1])=[O:12])[C:6]2[CH:11]=[CH:10][CH:9]=[CH:8][CH:7]=2)[CH2:29][CH2:28]1)=[O:21])([CH3:26])([CH3:24])[CH3:25]. The yield is 1.00. (2) The reactants are [C:1]([C:4]1[C:9](=[O:10])[C:8]([O:11][CH3:12])=[CH:7][N:6]([C:13]2[CH:18]=[C:17]([F:19])[C:16]([N:20]3[CH2:25][CH2:24][O:23][CH2:22][CH2:21]3)=[CH:15][C:14]=2[F:26])[N:5]=1)(=O)[CH3:2].[CH3:27]OC(OC)N(C)C.[C:35]1([NH:41][NH2:42])[CH:40]=[CH:39][CH:38]=[CH:37][CH:36]=1. The catalyst is CCOC(C)=O. The product is [F:26][C:14]1[CH:15]=[C:16]([N:20]2[CH2:25][CH2:24][O:23][CH2:22][CH2:21]2)[C:17]([F:19])=[CH:18][C:13]=1[N:6]1[CH:7]=[C:8]([O:11][CH3:12])[C:9](=[O:10])[C:4]([C:1]2[N:41]([C:35]3[CH:40]=[CH:39][CH:38]=[CH:37][CH:36]=3)[N:42]=[CH:27][CH:2]=2)=[N:5]1. The yield is 0.360. (3) The reactants are FC(F)(F)[C:3]([OH:5])=O.[CH2:8]1[CH:12]2[CH2:13][C:14](=[O:16])[CH2:15][CH:11]2[CH2:10][NH:9]1.[N-]=[C:18]=O.C([N:22]([CH2:25][CH3:26])CC)C. The catalyst is ClCCl.O. The product is [CH:25]([NH:22][C:3]([N:9]1[CH2:10][CH:11]2[CH2:15][C:14](=[O:16])[CH2:13][CH:12]2[CH2:8]1)=[O:5])([CH3:26])[CH3:18]. The yield is 0.476. (4) The reactants are [CH:1]([C:3]1[CH:12]=[C:11]([CH3:13])[CH:10]=[CH:9][C:4]=1[C:5]([O:7][CH3:8])=[O:6])=[CH2:2]. The catalyst is [Pd].CO. The product is [CH2:1]([C:3]1[CH:12]=[C:11]([CH3:13])[CH:10]=[CH:9][C:4]=1[C:5]([O:7][CH3:8])=[O:6])[CH3:2]. The yield is 0.830. (5) The reactants are [CH3:1][N:2]1[CH2:6][C@H:5]([C:7]([O:9][CH2:10][C:11]2[CH:16]=[CH:15][CH:14]=[CH:13][CH:12]=2)=[O:8])[N:4](C(OC(C)(C)C)=O)[C:3]1=[O:24].C(O)(C(F)(F)F)=O.C([O-])(O)=O.[Na+]. The catalyst is C(Cl)Cl. The product is [CH3:1][N:2]1[CH2:6][C@H:5]([C:7]([O:9][CH2:10][C:11]2[CH:16]=[CH:15][CH:14]=[CH:13][CH:12]=2)=[O:8])[NH:4][C:3]1=[O:24]. The yield is 0.700. (6) The reactants are [C:1]([O:5][C:6]([N:8]1[CH2:13][CH2:12][CH2:11][CH2:10][C@@H:9]1[C:14](O)=[O:15])=[O:7])([CH3:4])([CH3:3])[CH3:2].S(C)C. The catalyst is C1COCC1. The product is [C:1]([O:5][C:6]([N:8]1[CH2:13][CH2:12][CH2:11][CH2:10][C@@H:9]1[CH2:14][OH:15])=[O:7])([CH3:4])([CH3:3])[CH3:2]. The yield is 0.820. (7) The reactants are [F:1][C:2]1[CH:7]=[C:6]([F:8])[CH:5]=[CH:4][C:3]=1[N+:9]([O-:11])=[O:10].[Cl:12][S:13](O)(=[O:15])=[O:14]. No catalyst specified. The product is [F:8][C:6]1[CH:7]=[C:2]([F:1])[C:3]([N+:9]([O-:11])=[O:10])=[CH:4][C:5]=1[S:13]([Cl:12])(=[O:15])=[O:14]. The yield is 0.810. (8) The reactants are [N:1]1[C:10]2[C:5](=[CH:6][C:7]([CH:11]([CH3:16])[C:12]([O:14]C)=[O:13])=[CH:8][CH:9]=2)[CH:4]=[CH:3][CH:2]=1.CO.[OH-].[Na+].Cl. No catalyst specified. The product is [N:1]1[C:10]2[C:5](=[CH:6][C:7]([CH:11]([CH3:16])[C:12]([OH:14])=[O:13])=[CH:8][CH:9]=2)[CH:4]=[CH:3][CH:2]=1. The yield is 0.770.